From a dataset of Full USPTO retrosynthesis dataset with 1.9M reactions from patents (1976-2016). Predict the reactants needed to synthesize the given product. (1) Given the product [CH2:19]([O:16][C:13]1[CH:14]=[CH:15][C:10]([C:9]([O:8][CH3:7])=[O:17])=[CH:11][CH:12]=1)[CH2:20][CH2:21][CH2:22][CH2:23][CH2:24][CH2:25][CH2:26][CH2:27][CH3:28], predict the reactants needed to synthesize it. The reactants are: C([O-])([O-])=O.[K+].[K+].[CH3:7][O:8][C:9](=[O:17])[C:10]1[CH:15]=[CH:14][C:13]([OH:16])=[CH:12][CH:11]=1.Br[CH2:19][CH2:20][CH2:21][CH2:22][CH2:23][CH2:24][CH2:25][CH2:26][CH2:27][CH3:28]. (2) Given the product [CH3:1][C:2]1[O:6][C:5]([C:7]2[CH:12]=[CH:11][CH:10]=[CH:9][CH:8]=2)=[N:4][C:3]=1[CH2:13][CH2:14][NH2:15], predict the reactants needed to synthesize it. The reactants are: [CH3:1][C:2]1[O:6][C:5]([C:7]2[CH:12]=[CH:11][CH:10]=[CH:9][CH:8]=2)=[N:4][C:3]=1[CH2:13][C:14]#[N:15].[H][H]. (3) Given the product [C:4]1([C:8]2[CH:13]=[CH:12][CH:11]=[CH:10][CH:9]=2)[CH:5]=[CH:6][CH:7]=[C:2]([CH2:19][CH2:20][CH:14]=[O:17])[CH:3]=1, predict the reactants needed to synthesize it. The reactants are: I[C:2]1[CH:3]=[C:4]([C:8]2[CH:13]=[CH:12][CH:11]=[CH:10][CH:9]=2)[CH:5]=[CH:6][CH:7]=1.[C:14](=[O:17])([O-])O.[Na+].[CH3:19][CH2:20]OC(C)=O. (4) Given the product [Br:63][C:64]1[CH:72]=[CH:71][C:70]([O:73][CH3:74])=[CH:69][C:65]=1[C:66]([N:38]1[CH2:39][CH2:40][N:35]([C:18](=[O:17])[CH2:19][NH:20][C:21]([C:23]2[CH:24]=[CH:25][C:26]([C:29]3[CH:34]=[CH:33][CH:32]=[CH:31][CH:30]=3)=[CH:27][CH:28]=2)=[O:22])[CH2:36][CH2:37]1)=[O:67], predict the reactants needed to synthesize it. The reactants are: CCN(C(C)C)C(C)C.OC(C(F)(F)F)=O.[O:17]=[C:18]([N:35]1[CH2:40][CH2:39][NH:38][CH2:37][CH2:36]1)[CH2:19][NH:20][C:21]([C:23]1[CH:28]=[CH:27][C:26]([C:29]2[CH:34]=[CH:33][CH:32]=[CH:31][CH:30]=2)=[CH:25][CH:24]=1)=[O:22].C1C=CC2N(O)N=NC=2C=1.CCN=C=NCCCN(C)C.Cl.[Br:63][C:64]1[CH:72]=[CH:71][C:70]([O:73][CH3:74])=[CH:69][C:65]=1[C:66](O)=[O:67]. (5) Given the product [CH:15]1([C:9]2[CH:10]=[C:11]([O:14][CH2:21][CH2:20][N:19]([CH3:23])[CH3:18])[CH:12]=[CH:13][C:8]=2[C:6]2[N:7]=[C:2]([NH2:1])[CH:3]=[CH:4][CH:5]=2)[CH2:17][CH2:16]1, predict the reactants needed to synthesize it. The reactants are: [NH2:1][C:2]1[N:7]=[C:6]([C:8]2[CH:13]=[CH:12][C:11]([OH:14])=[CH:10][C:9]=2[CH:15]2[CH2:17][CH2:16]2)[CH:5]=[CH:4][CH:3]=1.[CH3:18][N:19]([CH3:23])[CH2:20][CH2:21]Cl. (6) The reactants are: [CH3:1][O:2][C:3]([C:5]1[NH:6][C:7](=[O:31])[NH:8][C:9]=1[CH2:10][S:11][C:12]1[CH:17]=[CH:16][C:15]([O:18][CH2:19][C:20]2[C:29]3[C:24](=[CH:25][CH:26]=[CH:27][CH:28]=3)[N:23]=[C:22]([CH3:30])[CH:21]=2)=[CH:14][CH:13]=1)=[O:4].C1COCC1.CO.[OH2:39].OOS([O-])=O.[K+].C([O-])(O)=O.[Na+].[OH2:51]. Given the product [CH3:1][O:2][C:3]([C:5]1[NH:6][C:7](=[O:31])[NH:8][C:9]=1[CH2:10][S:11]([C:12]1[CH:17]=[CH:16][C:15]([O:18][CH2:19][C:20]2[C:29]3[C:24](=[CH:25][CH:26]=[CH:27][CH:28]=3)[N:23]=[C:22]([CH3:30])[CH:21]=2)=[CH:14][CH:13]=1)(=[O:51])=[O:39])=[O:4], predict the reactants needed to synthesize it. (7) Given the product [OH:1][C:2]1([CH2:15][C:16]([NH2:21])=[O:18])[CH2:7][CH2:6][N:5]([CH2:8][C:9]2[CH:14]=[CH:13][CH:12]=[CH:11][CH:10]=2)[CH2:4][CH2:3]1, predict the reactants needed to synthesize it. The reactants are: [OH:1][C:2]1([CH2:15][C:16]([O:18]CC)=O)[CH2:7][CH2:6][N:5]([CH2:8][C:9]2[CH:14]=[CH:13][CH:12]=[CH:11][CH:10]=2)[CH2:4][CH2:3]1.[NH3:21].CO. (8) Given the product [CH3:1][C:2]1[CH:10]=[CH:9][C:8]([N+:11]([O-:13])=[O:12])=[CH:7][C:3]=1[C:4]([O:6][CH3:18])=[O:5], predict the reactants needed to synthesize it. The reactants are: [CH3:1][C:2]1[CH:10]=[CH:9][C:8]([N+:11]([O-:13])=[O:12])=[CH:7][C:3]=1[C:4]([OH:6])=[O:5].S(Cl)(Cl)=O.[CH3:18]O.